This data is from Peptide-MHC class I binding affinity with 185,985 pairs from IEDB/IMGT. The task is: Regression. Given a peptide amino acid sequence and an MHC pseudo amino acid sequence, predict their binding affinity value. This is MHC class I binding data. (1) The binding affinity (normalized) is 0.0847. The MHC is HLA-A03:01 with pseudo-sequence HLA-A03:01. The peptide sequence is YRRKLTNPA. (2) The peptide sequence is VSFIEFVGW. The MHC is HLA-B40:01 with pseudo-sequence HLA-B40:01. The binding affinity (normalized) is 0. (3) The peptide sequence is LTWNDLIRV. The MHC is HLA-A02:01 with pseudo-sequence HLA-A02:01. The binding affinity (normalized) is 0.543.